Dataset: Forward reaction prediction with 1.9M reactions from USPTO patents (1976-2016). Task: Predict the product of the given reaction. (1) Given the reactants [CH2:1](Br)[C:2]1[CH:7]=[CH:6][CH:5]=[CH:4][CH:3]=1.[OH:9][C:10]1[CH:11]=[N:12][C:13]([CH3:16])=[CH:14][CH:15]=1.C(=O)([O-])[O-].[K+].[K+].O, predict the reaction product. The product is: [CH2:1]([O:9][C:10]1[CH:15]=[CH:14][C:13]([CH3:16])=[N:12][CH:11]=1)[C:2]1[CH:7]=[CH:6][CH:5]=[CH:4][CH:3]=1. (2) Given the reactants [N:1]1([S:11]([C:14]2[CH:22]=[CH:21][C:17]([C:18]([OH:20])=O)=[CH:16][CH:15]=2)(=[O:13])=[O:12])[C:10]2[C:5](=[CH:6][CH:7]=[CH:8][CH:9]=2)[CH2:4][CH2:3][CH2:2]1.[C:23]1([CH3:35])[CH:28]=[CH:27][C:26]([C:29]2[N:30]=[C:31]([NH2:34])[S:32][CH:33]=2)=[CH:25][CH:24]=1, predict the reaction product. The product is: [N:1]1([S:11]([C:14]2[CH:22]=[CH:21][C:17]([C:18]([NH:34][C:31]3[S:32][CH:33]=[C:29]([C:26]4[CH:27]=[CH:28][C:23]([CH3:35])=[CH:24][CH:25]=4)[N:30]=3)=[O:20])=[CH:16][CH:15]=2)(=[O:13])=[O:12])[C:2]2[C:9](=[CH:10][CH:5]=[CH:4][CH:3]=2)[CH2:8][CH2:7][CH2:6]1.